From a dataset of Full USPTO retrosynthesis dataset with 1.9M reactions from patents (1976-2016). Predict the reactants needed to synthesize the given product. (1) Given the product [CH3:1][O:2][C@H:3]1[CH2:4][CH2:5][C@H:6]([N:9]2[C:10]3[C:15](=[CH:14][N:13]=[C:12]4[N:19]([CH2:22][O:23][CH2:24][CH2:25][Si:26]([CH3:27])([CH3:29])[CH3:28])[CH:20]=[CH:21][C:11]4=3)[C:16](=[O:18])[CH:17]=[CH:30]2)[CH2:7][CH2:8]1, predict the reactants needed to synthesize it. The reactants are: [CH3:1][O:2][C@H:3]1[CH2:8][CH2:7][C@H:6]([NH:9][C:10]2[C:15]([C:16](=[O:18])[CH3:17])=[CH:14][N:13]=[C:12]3[N:19]([CH2:22][O:23][CH2:24][CH2:25][Si:26]([CH3:29])([CH3:28])[CH3:27])[CH:20]=[CH:21][C:11]=23)[CH2:5][CH2:4]1.[CH3:30]OC(OC)N(C)C. (2) Given the product [CH2:1]([C@:3]12[CH2:17][CH2:16][C:11]3([O:12][CH2:13][CH2:14][O:15]3)[CH2:10][C@H:9]1[CH2:8][CH2:7][O:6][C:5]1[CH:18]=[C:19]([C:22]([NH:58][C:57]3[C:52]([CH3:51])=[N:53][CH:54]=[CH:55][CH:56]=3)=[O:24])[CH:20]=[CH:21][C:4]2=1)[CH3:2].[CH2:26]([C@@:28]12[CH2:42][CH2:41][C:36]3([O:37][CH2:38][CH2:39][O:40]3)[CH2:35][C@@H:34]1[CH2:33][CH2:32][O:31][C:30]1[CH:43]=[C:44]([C:47]([NH:58][C:57]3[C:52]([CH3:51])=[N:53][CH:54]=[CH:55][CH:56]=3)=[O:49])[CH:45]=[CH:46][C:29]2=1)[CH3:27], predict the reactants needed to synthesize it. The reactants are: [CH2:1]([C@:3]12[CH2:17][CH2:16][C:11]3([O:15][CH2:14][CH2:13][O:12]3)[CH2:10][C@H:9]1[CH2:8][CH2:7][O:6][C:5]1[CH:18]=[C:19]([C:22]([O:24]C)=O)[CH:20]=[CH:21][C:4]2=1)[CH3:2].[CH2:26]([C@@:28]12[CH2:42][CH2:41][C:36]3([O:40][CH2:39][CH2:38][O:37]3)[CH2:35][C@@H:34]1[CH2:33][CH2:32][O:31][C:30]1[CH:43]=[C:44]([C:47]([O:49]C)=O)[CH:45]=[CH:46][C:29]2=1)[CH3:27].[CH3:51][C:52]1[C:57]([NH2:58])=[CH:56][CH:55]=[CH:54][N:53]=1.[Li+].C[Si]([N-][Si](C)(C)C)(C)C.C([O-])(O)=O.[Na+]. (3) The reactants are: [Br:1][C:2]1[CH:3]=[C:4]([CH:7]=[C:8]([Br:11])[C:9]=1[OH:10])[CH:5]=O.[C:12]([NH:15][NH2:16])([NH2:14])=[NH:13].[ClH:17]. Given the product [ClH:17].[Br:1][C:2]1[CH:3]=[C:4]([CH:7]=[C:8]([Br:11])[C:9]=1[OH:10])[CH:5]=[N:16][NH:15][C:12]([NH2:14])=[NH:13], predict the reactants needed to synthesize it. (4) Given the product [Br:27][C:12]1[C:11](=[O:28])[N:10]([C:7]2[CH:6]=[CH:5][C:4]([C:3]([OH:29])=[O:2])=[CH:9][CH:8]=2)[C:15]([CH3:16])=[CH:14][C:13]=1[O:17][C:18]([F:26])([F:25])[C:19]1[CH:20]=[CH:21][CH:22]=[CH:23][CH:24]=1, predict the reactants needed to synthesize it. The reactants are: C[O:2][C:3](=[O:29])[C:4]1[CH:9]=[CH:8][C:7]([N:10]2[C:15]([CH3:16])=[CH:14][C:13]([O:17][C:18]([F:26])([F:25])[C:19]3[CH:24]=[CH:23][CH:22]=[CH:21][CH:20]=3)=[C:12]([Br:27])[C:11]2=[O:28])=[CH:6][CH:5]=1.C[Si](C)(C)[O-].[K+]. (5) The reactants are: [NH2:1][C:2]1[N:7]=[C:6]([C:8]2[CH:16]=[C:15]3[C:11]([C:12]([NH2:17])=[N:13][NH:14]3)=[CH:10][CH:9]=2)[CH:5]=[C:4](S(C)(=O)=O)[N:3]=1.[CH3:22][C:23]1[CH:28]=[CH:27][CH:26]=[CH:25][C:24]=1[CH2:29][CH2:30][NH2:31].CCN(C(C)C)C(C)C. Given the product [NH2:17][C:12]1[C:11]2[C:15](=[CH:16][C:8]([C:6]3[N:7]=[C:2]([NH2:1])[N:3]=[C:4]([NH:31][CH2:30][CH2:29][C:24]4[CH:25]=[CH:26][CH:27]=[CH:28][C:23]=4[CH3:22])[CH:5]=3)=[CH:9][CH:10]=2)[NH:14][N:13]=1, predict the reactants needed to synthesize it. (6) Given the product [CH2:4]([C@:11]12[CH2:26][CH2:25][C@:24]([CH3:28])([OH:27])[CH2:23][C@H:12]1[CH2:13][CH2:14][CH2:15][C:16]1[CH:21]=[C:20]([OH:22])[CH:19]=[CH:18][C:17]=12)[C:5]1[CH:6]=[CH:7][CH:8]=[CH:9][CH:10]=1.[CH2:28]([C@@:35]12[CH2:50][CH2:49][C@@:48]([CH3:1])([OH:51])[CH2:47][C@@H:36]1[CH2:37][CH2:38][CH2:39][C:40]1[CH:45]=[C:44]([OH:46])[CH:43]=[CH:42][C:41]=12)[C:29]1[CH:30]=[CH:31][CH:32]=[CH:33][CH:34]=1, predict the reactants needed to synthesize it. The reactants are: [CH3:1][Mg]Br.[CH2:4]([C@:11]12[CH2:26][CH2:25][C:24](=[O:27])[CH2:23][C@H:12]1[CH2:13][CH2:14][CH2:15][C:16]1[CH:21]=[C:20]([OH:22])[CH:19]=[CH:18][C:17]=12)[C:5]1[CH:10]=[CH:9][CH:8]=[CH:7][CH:6]=1.[CH2:28]([C@@:35]12[CH2:50][CH2:49][C:48](=[O:51])[CH2:47][C@@H:36]1[CH2:37][CH2:38][CH2:39][C:40]1[CH:45]=[C:44]([OH:46])[CH:43]=[CH:42][C:41]=12)[C:29]1[CH:34]=[CH:33][CH:32]=[CH:31][CH:30]=1.O.